Task: Predict the reactants needed to synthesize the given product.. Dataset: Full USPTO retrosynthesis dataset with 1.9M reactions from patents (1976-2016) The reactants are: [CH2:1]([C:3]1[N:4]=[C:5]([C@@H:8]([NH2:19])[CH2:9][C:10]2[CH:15]=[CH:14][C:13]([N+:16]([O-:18])=[O:17])=[CH:12][CH:11]=2)[O:6][CH:7]=1)[CH3:2].[C:20]1([CH2:26][C:27](O)=[O:28])[CH:25]=[CH:24][CH:23]=[CH:22][CH:21]=1.ON1C2C=CC=CC=2N=N1.CN(C)CCCN=C=NCC.C(N(CC)CC)C. Given the product [CH2:1]([C:3]1[N:4]=[C:5]([CH:8]([NH:19][C:27](=[O:28])[CH2:26][C:20]2[CH:25]=[CH:24][CH:23]=[CH:22][CH:21]=2)[CH2:9][C:10]2[CH:15]=[CH:14][C:13]([N+:16]([O-:18])=[O:17])=[CH:12][CH:11]=2)[O:6][CH:7]=1)[CH3:2], predict the reactants needed to synthesize it.